This data is from Forward reaction prediction with 1.9M reactions from USPTO patents (1976-2016). The task is: Predict the product of the given reaction. (1) Given the reactants [H-].[Na+].[F:3][C:4]([F:12])=[CH:5][C@H:6]1[CH2:10][NH:9][C:8](=[O:11])[CH2:7]1.[CH3:13][O:14][C:15](=[O:21])[C:16](C)(Br)[CH2:17][CH3:18], predict the reaction product. The product is: [CH3:13][O:14][C:15](=[O:21])[CH:16]([N:9]1[CH2:10][C@H:6]([CH:5]=[C:4]([F:12])[F:3])[CH2:7][C:8]1=[O:11])[CH2:17][CH3:18]. (2) Given the reactants C([O:4][C:5]1[CH:23]=[CH:22][C:8]([O:9][CH2:10][C:11]2[CH:20]=[CH:19][C:14]([C:15]([O:17]C)=[O:16])=[CH:13][C:12]=2[F:21])=[C:7]([F:24])[CH:6]=1)(=O)C.[OH-].[Na+].Cl, predict the reaction product. The product is: [F:21][C:12]1[CH:13]=[C:14]([CH:19]=[CH:20][C:11]=1[CH2:10][O:9][C:8]1[CH:22]=[CH:23][C:5]([OH:4])=[CH:6][C:7]=1[F:24])[C:15]([OH:17])=[O:16]. (3) The product is: [Cl:1][C:2]1[CH:3]=[CH:4][C:5]([N:16]2[CH:20]=[CH:19][N:18]=[N:17]2)=[C:6]([C:8]2[N:13]=[CH:12][N:11]=[C:10]([OH:14])[C:9]=2[CH3:15])[CH:7]=1. Given the reactants [Cl:1][C:2]1[CH:3]=[CH:4][C:5]([N:16]2[CH:20]=[C:19]([Si](C)(C)C)[N:18]=[N:17]2)=[C:6]([C:8]2[N:13]=[CH:12][N:11]=[C:10]([OH:14])[C:9]=2[CH3:15])[CH:7]=1.CCCC[N+](CCCC)(CCCC)CCCC.[F-], predict the reaction product. (4) Given the reactants [F:1][C:2]1[N:7]=[CH:6][C:5]([OH:8])=[CH:4][CH:3]=1.[I:9]I.CO.S([O-])([O-])=O.[Na+].[Na+], predict the reaction product. The product is: [F:1][C:2]1[N:7]=[C:6]([I:9])[C:5]([OH:8])=[CH:4][CH:3]=1. (5) The product is: [C:1]([O:5][C:6](=[O:17])[NH:7][C@@H:8]1[CH2:13][CH2:12][CH2:11][CH2:10][C@@H:9]1[NH2:14])([CH3:4])([CH3:2])[CH3:3]. Given the reactants [C:1]([O:5][C:6](=[O:17])[NH:7][C@@H:8]1[CH2:13][CH2:12][CH2:11][CH2:10][C@@H:9]1[N:14]=[N+]=[N-])([CH3:4])([CH3:3])[CH3:2], predict the reaction product. (6) Given the reactants [CH3:1][O:2][C:3]([C:5]1[CH:6]=[C:7]2[C:11](=[CH:12][CH:13]=1)[NH:10][CH:9]=[C:8]2[CH2:14][C:15]#[N:16])=[O:4].[CH3:17][C:18]([O:21][C:22](O[C:22]([O:21][C:18]([CH3:20])([CH3:19])[CH3:17])=[O:23])=[O:23])([CH3:20])[CH3:19].C(N(CC)CC)C, predict the reaction product. The product is: [CH3:1][O:2][C:3]([C:5]1[CH:6]=[C:7]2[C:11](=[CH:12][CH:13]=1)[N:10]([C:22]([O:21][C:18]([CH3:20])([CH3:19])[CH3:17])=[O:23])[CH:9]=[C:8]2[CH2:14][C:15]#[N:16])=[O:4]. (7) Given the reactants [NH2:1][C:2]1[S:3][CH:4]=[C:5]([C:7](=[O:13])[C:8]([O:10][CH2:11][CH3:12])=[O:9])[N:6]=1.[Cl:14][C:15]1[C:16]([CH3:25])=[C:17]([S:21](Cl)(=[O:23])=[O:22])[CH:18]=[CH:19][CH:20]=1, predict the reaction product. The product is: [Cl:14][C:15]1[C:16]([CH3:25])=[C:17]([S:21]([NH:1][C:2]2[S:3][CH:4]=[C:5]([C:7](=[O:13])[C:8]([O:10][CH2:11][CH3:12])=[O:9])[N:6]=2)(=[O:23])=[O:22])[CH:18]=[CH:19][CH:20]=1.